From a dataset of Forward reaction prediction with 1.9M reactions from USPTO patents (1976-2016). Predict the product of the given reaction. Given the reactants C[O:2][C:3](=[O:45])[C@@H:4]([NH:30][C:31]1[CH:36]=[CH:35][CH:34]=[CH:33][C:32]=1[C:37](=[O:44])[C:38]1[CH:43]=[CH:42][CH:41]=[CH:40][CH:39]=1)[CH2:5][C:6]1[CH:11]=[CH:10][C:9]([O:12][CH2:13][CH2:14][N:15]2[C:21]3[CH:22]=[CH:23][CH:24]=[CH:25][C:20]=3[CH:19]=[CH:18][C:17]3[CH:26]=[CH:27][CH:28]=[CH:29][C:16]2=3)=[CH:8][CH:7]=1.[OH-].[Na+], predict the reaction product. The product is: [C:37]([C:32]1[CH:33]=[CH:34][CH:35]=[CH:36][C:31]=1[NH:30][C@@H:4]([CH2:5][C:6]1[CH:11]=[CH:10][C:9]([O:12][CH2:13][CH2:14][N:15]2[C:21]3[CH:22]=[CH:23][CH:24]=[CH:25][C:20]=3[CH:19]=[CH:18][C:17]3[CH:26]=[CH:27][CH:28]=[CH:29][C:16]2=3)=[CH:8][CH:7]=1)[C:3]([OH:45])=[O:2])(=[O:44])[C:38]1[CH:43]=[CH:42][CH:41]=[CH:40][CH:39]=1.